This data is from Forward reaction prediction with 1.9M reactions from USPTO patents (1976-2016). The task is: Predict the product of the given reaction. (1) Given the reactants [CH:1]12[CH2:7][CH:4]([CH2:5][CH2:6]1)[CH2:3][C@@H:2]2[NH:8][C:9]1[C:14]([N+:15]([O-])=O)=[CH:13][N:12]=[C:11]2[CH:18]=[CH:19][S:20][C:10]=12, predict the reaction product. The product is: [CH:1]12[CH2:7][CH:4]([CH2:5][CH2:6]1)[CH2:3][C@@H:2]2[NH:8][C:9]1[C:14]([NH2:15])=[CH:13][N:12]=[C:11]2[CH:18]=[CH:19][S:20][C:10]=12. (2) Given the reactants [F:1][C:2]1[CH:11]=[CH:10][C:5]([C:6](=[O:9])[CH2:7]Cl)=[CH:4][CH:3]=1.Cl.Cl.[N:14]1[CH:19]=[CH:18][CH:17]=[CH:16][C:15]=1[N:20]1[CH2:25][CH2:24][NH:23][CH2:22][CH2:21]1.C([O-])([O-])=O.[K+].[K+].O, predict the reaction product. The product is: [F:1][C:2]1[CH:11]=[CH:10][C:5]([C:6](=[O:9])[CH2:7][N:23]2[CH2:24][CH2:25][N:20]([C:15]3[CH:16]=[CH:17][CH:18]=[CH:19][N:14]=3)[CH2:21][CH2:22]2)=[CH:4][CH:3]=1. (3) Given the reactants Cl.[NH2:2][C:3]1[C:8]([C:9](O)=[O:10])=[C:7]([F:12])[C:6]([O:13][CH2:14][C:15]2[CH:20]=[CH:19][CH:18]=[CH:17][CH:16]=2)=[C:5]([F:21])[CH:4]=1.Cl.[CH3:23][NH:24][CH3:25].ON1C2C=CC=CC=2N=N1.Cl.C(N=C=NCCCN(C)C)C, predict the reaction product. The product is: [NH2:2][C:3]1[C:8]([C:9]([N:24]([CH3:25])[CH3:23])=[O:10])=[C:7]([F:12])[C:6]([O:13][CH2:14][C:15]2[CH:20]=[CH:19][CH:18]=[CH:17][CH:16]=2)=[C:5]([F:21])[CH:4]=1.